This data is from Peptide-MHC class I binding affinity with 185,985 pairs from IEDB/IMGT. The task is: Regression. Given a peptide amino acid sequence and an MHC pseudo amino acid sequence, predict their binding affinity value. This is MHC class I binding data. The peptide sequence is MMFDAMGAL. The MHC is HLA-A02:19 with pseudo-sequence HLA-A02:19. The binding affinity (normalized) is 0.683.